This data is from Reaction yield outcomes from USPTO patents with 853,638 reactions. The task is: Predict the reaction yield, written as a fraction of the theoretical maximum amount of product (1.0 means a 100% yield; for example, 0.34 means a 34% yield). (1) The yield is 0.800. The reactants are [CH3:1][N:2]1[CH2:7][CH2:6][NH:5][CH2:4][CH2:3]1.[F:8][C:9]1[CH:10]=[C:11]2[C:16](=[CH:17][C:18]=1F)[N:15]([CH2:20][C:21]1[CH:26]=[CH:25][C:24]([C:27]([F:30])([F:29])[F:28])=[CH:23][C:22]=1[F:31])[CH:14]=[C:13]([C:32]#[N:33])[C:12]2=[O:34]. The catalyst is C(#N)C. The product is [F:8][C:9]1[CH:10]=[C:11]2[C:16](=[CH:17][C:18]=1[N:5]1[CH2:6][CH2:7][N:2]([CH3:1])[CH2:3][CH2:4]1)[N:15]([CH2:20][C:21]1[CH:26]=[CH:25][C:24]([C:27]([F:28])([F:29])[F:30])=[CH:23][C:22]=1[F:31])[CH:14]=[C:13]([C:32]#[N:33])[C:12]2=[O:34]. (2) The reactants are Br[C:2]1[C:11]2[C:6](=[CH:7][CH:8]=[CH:9][CH:10]=2)[N:5]=[C:4]([CH3:12])[CH:3]=1.[Li]CCCC.[CH:18]([C:20]1[CH:29]=[CH:28][C:23]([C:24]([O:26][CH3:27])=[O:25])=[CH:22][CH:21]=1)=[O:19].[Li]. The catalyst is C1COCC1. The product is [OH:19][CH:18]([C:2]1[C:11]2[C:6](=[CH:7][CH:8]=[CH:9][CH:10]=2)[N:5]=[C:4]([CH3:12])[CH:3]=1)[C:20]1[CH:21]=[CH:22][C:23]([C:24]([O:26][CH3:27])=[O:25])=[CH:28][CH:29]=1. The yield is 0.650.